From a dataset of Full USPTO retrosynthesis dataset with 1.9M reactions from patents (1976-2016). Predict the reactants needed to synthesize the given product. (1) Given the product [NH:8]1[CH2:7][CH:6]([NH:5][C:3](=[O:4])[CH:2]([OH:1])[C:17]2[CH:22]=[CH:21][C:20]([C:23]3[N:27]=[C:26]([C:28]4[O:32][N:31]=[C:30]([C:33]5[CH:38]=[CH:37][CH:36]=[CH:35][CH:34]=5)[C:29]=4[C:39]([F:42])([F:40])[F:41])[O:25][N:24]=3)=[CH:19][CH:18]=2)[CH2:9]1.[C:43]([OH:49])([C:45]([F:48])([F:47])[F:46])=[O:44], predict the reactants needed to synthesize it. The reactants are: [OH:1][CH:2]([C:17]1[CH:22]=[CH:21][C:20]([C:23]2[N:27]=[C:26]([C:28]3[O:32][N:31]=[C:30]([C:33]4[CH:38]=[CH:37][CH:36]=[CH:35][CH:34]=4)[C:29]=3[C:39]([F:42])([F:41])[F:40])[O:25][N:24]=2)=[CH:19][CH:18]=1)[C:3]([NH:5][CH:6]1[CH2:9][N:8](C(OC(C)(C)C)=O)[CH2:7]1)=[O:4].[C:43]([OH:49])([C:45]([F:48])([F:47])[F:46])=[O:44]. (2) Given the product [O:11]1[CH2:12][CH2:13][N:8]([C:7]2[C:2]([O:30][C:27]3[CH:26]=[CH:25][C:24]([NH:23][C:15]4[S:14][C:18]5[CH:19]=[CH:20][CH:21]=[CH:22][C:17]=5[N:16]=4)=[CH:29][CH:28]=3)=[N:3][CH:4]=[CH:5][CH:6]=2)[CH2:9][CH2:10]1, predict the reactants needed to synthesize it. The reactants are: Cl[C:2]1[C:7]([N:8]2[CH2:13][CH2:12][O:11][CH2:10][CH2:9]2)=[CH:6][CH:5]=[CH:4][N:3]=1.[S:14]1[C:18]2[CH:19]=[CH:20][CH:21]=[CH:22][C:17]=2[N:16]=[C:15]1[NH:23][C:24]1[CH:29]=[CH:28][C:27]([OH:30])=[CH:26][CH:25]=1.C(=O)([O-])[O-].[Cs+].[Cs+]. (3) Given the product [CH2:29]([O:24][C@@H:11]1[C@@H:10]([CH2:9][O:8][Si:1]([C:4]([CH3:7])([CH3:5])[CH3:6])([CH3:2])[CH3:3])[O:14][C@@H:13]([N:15]2[CH:22]=[C:21]([I:23])[C:19]([NH2:20])=[N:18][C:16]2=[O:17])[CH2:12]1)[CH:28]=[CH2:27], predict the reactants needed to synthesize it. The reactants are: [Si:1]([O:8][CH2:9][C@H:10]1[O:14][C@@H:13]([N:15]2[CH:22]=[C:21]([I:23])[C:19]([NH2:20])=[N:18][C:16]2=[O:17])[CH2:12][C@@H:11]1[OH:24])([C:4]([CH3:7])([CH3:6])[CH3:5])([CH3:3])[CH3:2].[H-].[Na+].[CH2:27](Br)[CH:28]=[CH2:29].C([O-])(O)=O.[Na+]. (4) Given the product [Si:1]([O:8][C@@H:9]1[C@@:37]2([CH3:38])[C:13](=[CH:14][CH:15]=[C:16]3[C@@H:36]2[CH2:35][CH2:34][C@@:33]2([CH3:39])[C@H:17]3[CH2:18][CH:19]=[C:20]2[C@@H:21]([S:23][CH2:42][CH2:43][CH2:44][CH2:45][C:46]([OH:48])([CH3:49])[CH3:47])[CH3:22])[CH2:12][C@@H:11]([OH:40])[CH2:10]1)([C:4]([CH3:7])([CH3:5])[CH3:6])([CH3:2])[CH3:3], predict the reactants needed to synthesize it. The reactants are: [Si:1]([O:8][C@@H:9]1[C@@:37]2([CH3:38])[C:13](=[CH:14][CH:15]=[C:16]3[C@@H:36]2[CH2:35][CH2:34][C@@:33]2([CH3:39])[C@H:17]3[CH2:18][CH:19]=[C:20]2[C@@H:21]([S:23]C(OC2C=CC=CC=2)=O)[CH3:22])[CH2:12][C@@H:11]([OH:40])[CH2:10]1)([C:4]([CH3:7])([CH3:6])[CH3:5])([CH3:3])[CH3:2].Br[CH2:42][CH2:43][CH2:44][CH2:45][C:46]([CH3:49])([OH:48])[CH3:47].O1CCCC1.[OH-].[K+]. (5) Given the product [O:27]1[C:28]2[CH:34]=[CH:33][CH:32]=[CH:31][C:29]=2[N:30]=[C:26]1[NH:1][CH2:2][C@H:3]1[C@H:9]([C:10]2[CH:15]=[CH:14][C:13]([Cl:16])=[C:12]([F:17])[CH:11]=2)[O:8][CH2:7][CH2:6][N:5]([C:18]([O:20][C:21]([CH3:24])([CH3:23])[CH3:22])=[O:19])[CH2:4]1, predict the reactants needed to synthesize it. The reactants are: [NH2:1][CH2:2][C@H:3]1[C@H:9]([C:10]2[CH:15]=[CH:14][C:13]([Cl:16])=[C:12]([F:17])[CH:11]=2)[O:8][CH2:7][CH2:6][N:5]([C:18]([O:20][C:21]([CH3:24])([CH3:23])[CH3:22])=[O:19])[CH2:4]1.Cl[C:26]1[O:27][C:28]2[CH:34]=[CH:33][CH:32]=[CH:31][C:29]=2[N:30]=1.C(N(C(C)C)C(C)C)C. (6) Given the product [N:17]1([CH:14]([C:12]2[S:13][C:9]([C:6]3[CH:5]=[CH:4][C:3]([OH:2])=[CH:8][CH:7]=3)=[CH:10][CH:11]=2)[CH2:15][CH3:16])[CH:21]=[CH:20][N:19]=[CH:18]1, predict the reactants needed to synthesize it. The reactants are: C[O:2][C:3]1[CH:8]=[CH:7][C:6]([C:9]2[S:13][C:12]([CH:14]([N:17]3[CH:21]=[CH:20][N:19]=[CH:18]3)[CH2:15][CH3:16])=[CH:11][CH:10]=2)=[CH:5][CH:4]=1.B(Br)(Br)Br.